From a dataset of Full USPTO retrosynthesis dataset with 1.9M reactions from patents (1976-2016). Predict the reactants needed to synthesize the given product. (1) Given the product [CH3:1][O:2][C:3]1[CH:4]=[C:5]2[C:9]([CH2:8][CH2:7][CH:6]2[C:13]#[N:14])=[CH:10][C:11]=1[CH3:12], predict the reactants needed to synthesize it. The reactants are: [CH3:1][O:2][C:3]1[CH:4]=[C:5]2[C:9](=[CH:10][C:11]=1[CH3:12])[CH2:8][CH:7]=[C:6]2[C:13]#[N:14].[H][H]. (2) The reactants are: [C:1]([CH:4]([CH2:12][C:13]([C:15]1[C:20]([F:21])=[CH:19][CH:18]=[CH:17][C:16]=1[F:22])=O)[C:5]([O:7][C:8]([CH3:11])([CH3:10])[CH3:9])=[O:6])(=O)[CH3:2].C([O-])(=O)C.[NH4+:27]. Given the product [F:22][C:16]1[CH:17]=[CH:18][CH:19]=[C:20]([F:21])[C:15]=1[C:13]1[NH:27][C:1]([CH3:2])=[C:4]([C:5]([O:7][C:8]([CH3:11])([CH3:10])[CH3:9])=[O:6])[CH:12]=1, predict the reactants needed to synthesize it. (3) Given the product [C:18]1([C:21]2[CH:22]=[CH:23][CH:24]=[CH:25][CH:26]=2)[CH:17]=[CH:16][C:15]([CH2:14][C@H:10]([NH:9][C:7]([C:6]2[CH:32]=[CH:2][C:3]([C:47]3[CH:46]=[CH:45][C:44]([O:43][C:42]([F:41])([F:53])[F:54])=[CH:49][CH:48]=3)=[CH:4][CH:5]=2)=[O:8])[C:11]([OH:13])=[O:12])=[CH:20][CH:19]=1, predict the reactants needed to synthesize it. The reactants are: Cl[C:2]1[CH:3]=[CH:4][C:5](OCCCCCCC)=[C:6]([CH:32]=1)[C:7]([NH:9][C@@H:10]([CH2:14][C:15]1[CH:20]=[CH:19][C:18]([C:21]2[CH:26]=[CH:25][C:24](OC(F)(F)F)=[CH:23][CH:22]=2)=[CH:17][CH:16]=1)[C:11]([OH:13])=[O:12])=[O:8].[F:41][C:42]([F:54])([F:53])[O:43][C:44]1[CH:49]=[CH:48][C:47](B(O)O)=[CH:46][CH:45]=1. (4) Given the product [OH:29][CH2:25][CH2:26][C:27]#[C:28][C:2]1[CH:7]=[CH:6][C:5]([C:8]2[N:9]=[C:10]3[CH:15]=[C:14]([CH3:16])[CH:13]=[CH:12][N:11]3[CH:17]=2)=[CH:4][CH:3]=1, predict the reactants needed to synthesize it. The reactants are: Br[C:2]1[CH:7]=[CH:6][C:5]([C:8]2[N:9]=[C:10]3[CH:15]=[C:14]([CH3:16])[CH:13]=[CH:12][N:11]3[CH:17]=2)=[CH:4][CH:3]=1.C(N(CC)CC)C.[CH2:25]([OH:29])[CH2:26][C:27]#[CH:28]. (5) Given the product [CH3:1][O:2][C:3]1[CH:8]=[CH:7][C:6]([C:9]2[N:10]=[C:11]([C:22]3([O:28][CH3:29])[CH2:27][CH2:26][N:25]([C:34](=[O:40])[N:51]([OH:52])[CH3:50])[CH2:24][CH2:23]3)[S:12][C:13]=2[C:14]2[CH:15]=[CH:16][C:17]([O:20][CH3:21])=[CH:18][CH:19]=2)=[CH:5][CH:4]=1, predict the reactants needed to synthesize it. The reactants are: [CH3:1][O:2][C:3]1[CH:8]=[CH:7][C:6]([C:9]2[N:10]=[C:11]([C:22]3([O:28][CH3:29])[CH2:27][CH2:26][NH:25][CH2:24][CH2:23]3)[S:12][C:13]=2[C:14]2[CH:19]=[CH:18][C:17]([O:20][CH3:21])=[CH:16][CH:15]=2)=[CH:5][CH:4]=1.ClC(Cl)(O[C:34](=[O:40])OC(Cl)(Cl)Cl)Cl.C(N(CC)CC)C.Cl.[CH3:50][NH:51][OH:52].